From a dataset of Catalyst prediction with 721,799 reactions and 888 catalyst types from USPTO. Predict which catalyst facilitates the given reaction. Reactant: [CH3:1][S-:2].[Na+].Cl[C:5]1[CH:14]=[C:13]([C:15]([F:18])([F:17])[F:16])[CH:12]=[CH:11][C:6]=1[C:7]([O:9][CH3:10])=[O:8]. Product: [CH3:1][S:2][C:5]1[CH:14]=[C:13]([C:15]([F:18])([F:17])[F:16])[CH:12]=[CH:11][C:6]=1[C:7]([O:9][CH3:10])=[O:8]. The catalyst class is: 60.